Dataset: Peptide-MHC class II binding affinity with 134,281 pairs from IEDB. Task: Regression. Given a peptide amino acid sequence and an MHC pseudo amino acid sequence, predict their binding affinity value. This is MHC class II binding data. (1) The peptide sequence is TEYKLTESIDNILVK. The MHC is HLA-DQA10101-DQB10501 with pseudo-sequence HLA-DQA10101-DQB10501. The binding affinity (normalized) is 0.418. (2) The peptide sequence is EKMVSLLSVLLSMQG. The MHC is DRB1_0101 with pseudo-sequence DRB1_0101. The binding affinity (normalized) is 0.689.